This data is from Forward reaction prediction with 1.9M reactions from USPTO patents (1976-2016). The task is: Predict the product of the given reaction. (1) Given the reactants [Cl:1][C:2]1[C:3]([CH3:18])=[N:4][C:5]2[C:10]([C:11]=1O)=[CH:9][C:8]([C:13]([O:15][CH2:16][CH3:17])=[O:14])=[CH:7][CH:6]=2.P(Cl)(Cl)([Cl:21])=O, predict the reaction product. The product is: [Cl:1][C:2]1[C:3]([CH3:18])=[N:4][C:5]2[C:10]([C:11]=1[Cl:21])=[CH:9][C:8]([C:13]([O:15][CH2:16][CH3:17])=[O:14])=[CH:7][CH:6]=2. (2) Given the reactants [CH3:1][C@@H:2]1[C:15](=[O:16])[NH:14][N:13]=[C:12]2[N:3]1[C:4]1[CH:5]=[C:6]3[N:19]([C@:20]4([CH3:25])[CH2:24][CH2:23][NH:22][CH2:21]4)[CH:18]=[CH:17][C:7]3=[CH:8][C:9]=1[O:10][CH2:11]2.C(OC(N1CC[C@](NC2C=C3C(=CC=2Br)OCC2N3[C@@H](C)C(=O)NN=2)(C)C1)=O)(C)(C)C, predict the reaction product. The product is: [CH3:1][C@H:2]1[C:15](=[O:16])[NH:14][N:13]=[C:12]2[N:3]1[C:4]1[CH:5]=[C:6]3[N:19]([C@:20]4([CH3:25])[CH2:24][CH2:23][NH:22][CH2:21]4)[CH:18]=[CH:17][C:7]3=[CH:8][C:9]=1[O:10][CH2:11]2. (3) Given the reactants [CH:1]([O:8][CH2:9][CH3:10])([O:5][CH2:6][CH3:7])OCC.[O:11]=[C:12]1[C:33]2[C:28](=[CH:29][CH:30]=[CH:31][CH:32]=2)[O:27][C:14]2([CH2:19][CH2:18][N:17]([C:20]([O:22][C:23]([CH3:26])([CH3:25])[CH3:24])=[O:21])[CH2:16][CH2:15]2)[CH2:13]1.C(N(C(C)C)C(C)C)C.C(=O)(O)[O-].[Na+], predict the reaction product. The product is: [CH2:9]([O:8][CH:1]([O:5][CH2:6][CH3:7])[CH:13]1[C:14]2([CH2:15][CH2:16][N:17]([C:20]([O:22][C:23]([CH3:25])([CH3:24])[CH3:26])=[O:21])[CH2:18][CH2:19]2)[O:27][C:28]2[C:33](=[CH:32][CH:31]=[CH:30][CH:29]=2)[C:12]1=[O:11])[CH3:10]. (4) Given the reactants [OH:1][CH:2]1[CH:7]([C:8]2[CH:13]=[CH:12][C:11]([O:14][CH2:15][CH2:16][CH2:17][O:18][CH2:19][C:20]3[CH:25]=[CH:24][CH:23]=[CH:22][C:21]=3[O:26][CH3:27])=[CH:10][CH:9]=2)[CH:6]([O:28][CH2:29][C:30]2[CH:31]=[CH:32][C:33]3[O:38][CH2:37][CH2:36][N:35]([CH2:39][CH2:40][CH2:41][O:42][CH3:43])[C:34]=3[CH:44]=2)[CH2:5][N:4]([C:45]([O:47][CH2:48][C:49]2[CH:54]=[CH:53][CH:52]=[CH:51][CH:50]=2)=[O:46])[CH2:3]1.CI.[H-].[Na+].[C:59](=O)([O-])O.[Na+], predict the reaction product. The product is: [CH3:59][O:1][CH:2]1[CH:7]([C:8]2[CH:13]=[CH:12][C:11]([O:14][CH2:15][CH2:16][CH2:17][O:18][CH2:19][C:20]3[CH:25]=[CH:24][CH:23]=[CH:22][C:21]=3[O:26][CH3:27])=[CH:10][CH:9]=2)[CH:6]([O:28][CH2:29][C:30]2[CH:31]=[CH:32][C:33]3[O:38][CH2:37][CH2:36][N:35]([CH2:39][CH2:40][CH2:41][O:42][CH3:43])[C:34]=3[CH:44]=2)[CH2:5][N:4]([C:45]([O:47][CH2:48][C:49]2[CH:50]=[CH:51][CH:52]=[CH:53][CH:54]=2)=[O:46])[CH2:3]1.